Dataset: Full USPTO retrosynthesis dataset with 1.9M reactions from patents (1976-2016). Task: Predict the reactants needed to synthesize the given product. (1) Given the product [CH2:8]([O:10][C:11]([C:12]1[N:6]([CH2:5][CH2:4][O:3][CH3:2])[N:15]=[CH:14][CH:13]=1)=[O:19])[CH3:9], predict the reactants needed to synthesize it. The reactants are: Cl.[CH3:2][O:3][CH2:4][CH2:5][NH:6]N.[CH2:8]([O:10][C:11](=[O:19])[C:12](=O)[CH:13]=[CH:14][N:15](C)C)[CH3:9]. (2) Given the product [F:37][C:29]1[CH:30]=[C:31]([CH:35]=[CH:36][C:28]=1[N:23]1[CH2:24][CH2:25][N:20]([C:17]2[CH:18]=[CH:19][C:14]([C:13](=[O:26])[NH:12][C:9]3[CH:10]=[C:11]4[C:6]([CH:5]=[CH:4][N:3]4[CH2:1][CH3:2])=[CH:7][CH:8]=3)=[CH:15][N:16]=2)[CH2:21][CH2:22]1)[C:32]([OH:34])=[O:33], predict the reactants needed to synthesize it. The reactants are: [CH2:1]([N:3]1[C:11]2[C:6](=[CH:7][CH:8]=[C:9]([NH:12][C:13](=[O:26])[C:14]3[CH:19]=[CH:18][C:17]([N:20]4[CH2:25][CH2:24][NH:23][CH2:22][CH2:21]4)=[N:16][CH:15]=3)[CH:10]=2)[CH:5]=[CH:4]1)[CH3:2].Br[C:28]1[CH:36]=[CH:35][C:31]([C:32]([OH:34])=[O:33])=[CH:30][C:29]=1[F:37].C(C1C=C(NC(C2C=CC(N3CCN(C4C=CC(C(O)=O)=CC=4)CC3)=C(F)C=2)=O)C=CC=1)(C)(C)C.